From a dataset of Human liver microsome stability data. Regression/Classification. Given a drug SMILES string, predict its absorption, distribution, metabolism, or excretion properties. Task type varies by dataset: regression for continuous measurements (e.g., permeability, clearance, half-life) or binary classification for categorical outcomes (e.g., BBB penetration, CYP inhibition). Dataset: hlm. (1) The drug is CC(C)CCn1nc(-c2cccs2)c(O)c(C2=NS(=O)(=O)c3cc(S(N)(=O)=O)ccc3N2)c1=O. The result is 1 (stable in human liver microsomes). (2) The compound is Cn1c(O)nc2ccc(-c3ccccc3Cl)c(CN)c21. The result is 0 (unstable in human liver microsomes). (3) The molecule is Cc1ccc2c(C(C(=O)C(F)(F)F)c3ccccc3)c(-c3ccccc3)[nH]c2c1. The result is 0 (unstable in human liver microsomes). (4) The molecule is CC(C)N=C(NC(=O)C(C)C)NC1=NC(=O)C(=O)N1c1ccc(Cl)c(Cl)c1. The result is 1 (stable in human liver microsomes). (5) The compound is CC[C@H]1OC(=O)[C@H](C)[C@@H](O[C@H]2C[C@@](C)(OC)[C@@H](O)[C@H](C)O2)[C@H](C)[C@@H](O[C@@H]2O[C@H](C)C[C@H](N(C)C)[C@H]2O)[C@](C)(O)C[C@@H](C)CN(CCNC(=S)Nc2ccccc2)[C@H](C)[C@@H](O)[C@]1(C)O. The result is 0 (unstable in human liver microsomes). (6) The drug is O=P1(c2ccc(C(F)(F)F)cc2)CCC1. The result is 0 (unstable in human liver microsomes). (7) The molecule is COc1ccc2[nH]cc(C3CC(=O)N(CCCCN4CCC(c5c[nH]c6ccccc56)CC4)C3=O)c2c1. The result is 1 (stable in human liver microsomes). (8) The result is 0 (unstable in human liver microsomes). The drug is CC(=NCCCCN1CCCCC1)Nc1ccnc2cc(Cl)ccc12.